Dataset: Forward reaction prediction with 1.9M reactions from USPTO patents (1976-2016). Task: Predict the product of the given reaction. (1) The product is: [Cl:40][C:41]1[CH:51]=[CH:50][C:44]([CH2:45][S:46]([N:37]2[CH2:38][CH2:39][N:34]([C:26]3[CH:27]=[C:28]([F:33])[C:29]([O:31][CH3:32])=[CH:30][C:25]=3[F:24])[CH2:35][CH2:36]2)(=[O:48])=[O:47])=[CH:43][CH:42]=1. Given the reactants Cl.Cl.COC1C=CC(N2CCNCC2)=CC=1.C(Cl)(=O)CC(C)C.[F:24][C:25]1[CH:30]=[C:29]([O:31][CH3:32])[C:28]([F:33])=[CH:27][C:26]=1[N:34]1[CH2:39][CH2:38][NH:37][CH2:36][CH2:35]1.[Cl:40][C:41]1[CH:51]=[CH:50][C:44]([CH2:45][S:46](Cl)(=[O:48])=[O:47])=[CH:43][CH:42]=1, predict the reaction product. (2) Given the reactants [CH3:1][N:2]([C:10]1[CH:15]=[CH:14][CH:13]=[CH:12][CH:11]=1)[C:3]([C:5]1[CH:9]=[CH:8][NH:7][N:6]=1)=[O:4].[Cl:16][C:17]1[CH:18]=[C:19]([S:23](Cl)(=[O:25])=[O:24])[CH:20]=[CH:21][CH:22]=1, predict the reaction product. The product is: [CH3:1][N:2]([C:10]1[CH:15]=[CH:14][CH:13]=[CH:12][CH:11]=1)[C:3]([C:5]1[CH:9]=[CH:8][N:7]([S:23]([C:19]2[CH:20]=[CH:21][CH:22]=[C:17]([Cl:16])[CH:18]=2)(=[O:25])=[O:24])[N:6]=1)=[O:4]. (3) Given the reactants [Cl:1]S([N:5]=[C:6]=[O:7])(=O)=O.[OH:8][CH2:9][C@H:10]([NH:22]C(=O)OC(C)(C)C)[CH2:11][C:12]1[CH:17]=[CH:16][CH:15]=[C:14]([C:18]([F:21])([F:20])[F:19])[CH:13]=1.O, predict the reaction product. The product is: [ClH:1].[C:6](=[O:7])([O:8][CH2:9][C@H:10]([NH2:22])[CH2:11][C:12]1[CH:17]=[CH:16][CH:15]=[C:14]([C:18]([F:20])([F:21])[F:19])[CH:13]=1)[NH2:5]. (4) Given the reactants Br[CH2:2][CH2:3][CH2:4][Cl:5].C1CCCCC1.[CH3:12][N:13]1[CH2:19][CH2:18][CH2:17][NH:16][CH2:15][CH2:14]1, predict the reaction product. The product is: [Cl:5][CH2:4][CH2:3][CH2:2][N:16]1[CH2:17][CH2:18][CH2:19][N:13]([CH3:12])[CH2:14][CH2:15]1.